This data is from NCI-60 drug combinations with 297,098 pairs across 59 cell lines. The task is: Regression. Given two drug SMILES strings and cell line genomic features, predict the synergy score measuring deviation from expected non-interaction effect. Drug 1: COC1=CC(=CC(=C1O)OC)C2C3C(COC3=O)C(C4=CC5=C(C=C24)OCO5)OC6C(C(C7C(O6)COC(O7)C8=CC=CS8)O)O. Drug 2: CC1C(C(=O)NC(C(=O)N2CCCC2C(=O)N(CC(=O)N(C(C(=O)O1)C(C)C)C)C)C(C)C)NC(=O)C3=C4C(=C(C=C3)C)OC5=C(C(=O)C(=C(C5=N4)C(=O)NC6C(OC(=O)C(N(C(=O)CN(C(=O)C7CCCN7C(=O)C(NC6=O)C(C)C)C)C)C(C)C)C)N)C. Cell line: KM12. Synergy scores: CSS=16.9, Synergy_ZIP=-0.756, Synergy_Bliss=-1.07, Synergy_Loewe=-0.666, Synergy_HSA=-0.723.